Dataset: NCI-60 drug combinations with 297,098 pairs across 59 cell lines. Task: Regression. Given two drug SMILES strings and cell line genomic features, predict the synergy score measuring deviation from expected non-interaction effect. Drug 1: C1CCC(C1)C(CC#N)N2C=C(C=N2)C3=C4C=CNC4=NC=N3. Drug 2: C1C(C(OC1N2C=NC3=C(N=C(N=C32)Cl)N)CO)O. Cell line: RPMI-8226. Synergy scores: CSS=-13.4, Synergy_ZIP=6.34, Synergy_Bliss=0.805, Synergy_Loewe=-9.90, Synergy_HSA=-8.47.